The task is: Predict the reactants needed to synthesize the given product.. This data is from Full USPTO retrosynthesis dataset with 1.9M reactions from patents (1976-2016). (1) Given the product [F:1][C:2]1[CH:3]=[CH:4][C:5]([C:6]([NH:8][C@H:9]([C:10](=[O:12])[NH:33][CH:22]([C:16]2[CH:17]=[CH:18][CH:19]=[CH:20][CH:21]=2)[C:23]2[CH:28]=[CH:27][CH:26]=[C:25]([C:29]([F:30])([F:31])[F:32])[CH:24]=2)[CH3:13])=[O:7])=[CH:14][CH:15]=1, predict the reactants needed to synthesize it. The reactants are: [F:1][C:2]1[CH:15]=[CH:14][C:5]([C:6]([NH:8][C@@H:9]([CH3:13])[C:10]([OH:12])=O)=[O:7])=[CH:4][CH:3]=1.[C:16]1([CH:22]([NH2:33])[C:23]2[CH:28]=[CH:27][CH:26]=[C:25]([C:29]([F:32])([F:31])[F:30])[CH:24]=2)[CH:21]=[CH:20][CH:19]=[CH:18][CH:17]=1. (2) The reactants are: Br[CH2:2][C:3]([CH3:5])=[CH2:4].[C:6]1(=[O:16])[NH:10][C:9](=[O:11])[C:8]2=[CH:12][CH:13]=[CH:14][CH:15]=[C:7]12.[K]. Given the product [CH3:5][C:3](=[CH2:4])[CH2:2][N:10]1[C:6](=[O:16])[C:7]2[C:8](=[CH:12][CH:13]=[CH:14][CH:15]=2)[C:9]1=[O:11], predict the reactants needed to synthesize it. (3) Given the product [CH2:3]([C@H:4]1[CH2:8][CH2:7][CH2:6][C@@:5]1([N:18]([C@H:11]([C:12]1[CH:17]=[CH:16][CH:15]=[CH:14][CH:13]=1)[CH3:10])[C:19](=[O:22])[CH3:20])[C:28]([NH:27][C:23]([CH3:26])([CH3:25])[CH3:24])=[O:32])[CH:2]=[CH2:1], predict the reactants needed to synthesize it. The reactants are: [CH2:1]=[CH:2][CH2:3][CH:4]1[CH2:8][CH2:7][CH2:6][C:5]1=O.[CH3:10][C@H:11]([NH2:18])[C:12]1[CH:17]=[CH:16][CH:15]=[CH:14][CH:13]=1.[C:19]([OH:22])(=O)[CH3:20].[C:23]([N+:27]#[C-:28])([CH3:26])([CH3:25])[CH3:24].FC(F)(F)C[OH:32]. (4) Given the product [OH:1][CH2:2][C:3]([CH2:8][OH:9])([CH3:7])[C:4]([O-:6])=[O:5].[Na+:11], predict the reactants needed to synthesize it. The reactants are: [OH:1][CH2:2][C:3]([CH2:8][OH:9])([CH3:7])[C:4]([OH:6])=[O:5].[OH-].[Na+:11]. (5) Given the product [Si:1]([O:18][CH2:19][C:20]1[C:21]([N:35]2[CH2:36][C@H:37]([CH3:42])[O:38][C@H:39]([CH3:41])[CH2:40]2)=[C:22]([F:34])[C:23]2[O:27][N:26]=[C:25]([C:28]([N:44]3[CH2:45][CH2:46][CH2:47][CH2:48][O:43]3)=[O:29])[C:24]=2[CH:33]=1)([C:14]([CH3:16])([CH3:17])[CH3:15])([C:2]1[CH:3]=[CH:4][CH:5]=[CH:6][CH:7]=1)[C:8]1[CH:9]=[CH:10][CH:11]=[CH:12][CH:13]=1, predict the reactants needed to synthesize it. The reactants are: [Si:1]([O:18][CH2:19][C:20]1[C:21]([N:35]2[CH2:40][C@H:39]([CH3:41])[O:38][C@H:37]([CH3:42])[CH2:36]2)=[C:22]([F:34])[C:23]2[O:27][N:26]=[C:25]([C:28](OCC)=[O:29])[C:24]=2[CH:33]=1)([C:14]([CH3:17])([CH3:16])[CH3:15])([C:8]1[CH:13]=[CH:12][CH:11]=[CH:10][CH:9]=1)[C:2]1[CH:7]=[CH:6][CH:5]=[CH:4][CH:3]=1.[O:43]1[CH2:48][CH2:47][CH2:46][CH2:45][NH:44]1.